This data is from Reaction yield outcomes from USPTO patents with 853,638 reactions. The task is: Predict the reaction yield, written as a fraction of the theoretical maximum amount of product (1.0 means a 100% yield; for example, 0.34 means a 34% yield). The reactants are [Cl:1][C:2]1[CH:3]=[C:4]([N:10]2[CH:18]([CH:19]3[CH2:23][CH2:22][CH2:21][CH2:20]3)[CH:17]3[C:12]([C:13]4[CH:27]=[CH:26][C:25]([C:28]([OH:30])=[O:29])=[CH:24][C:14]=4[CH2:15][CH2:16]3)=[N:11]2)[CH:5]=[CH:6][C:7]=1[C:8]#[N:9].[CH3:31][CH:32](O)[CH3:33]. No catalyst specified. The product is [Cl:1][C:2]1[CH:3]=[C:4]([N:10]2[CH:18]([CH:19]3[CH2:20][CH2:21][CH2:22][CH2:23]3)[CH:17]3[C:12]([C:13]4[CH:27]=[CH:26][C:25]([C:28]([O:30][CH:32]([CH3:33])[CH3:31])=[O:29])=[CH:24][C:14]=4[CH2:15][CH2:16]3)=[N:11]2)[CH:5]=[CH:6][C:7]=1[C:8]#[N:9]. The yield is 0.660.